This data is from Full USPTO retrosynthesis dataset with 1.9M reactions from patents (1976-2016). The task is: Predict the reactants needed to synthesize the given product. (1) Given the product [ClH:22].[CH3:1][O:2][C:3]1[CH:4]=[C:5]([C@:11]([CH:19]([CH3:21])[CH3:20])([CH2:14][CH2:15][CH2:16][NH:17][CH3:18])[C:12]#[N:13])[CH:6]=[CH:7][C:8]=1[O:9][CH3:10], predict the reactants needed to synthesize it. The reactants are: [CH3:1][O:2][C:3]1[CH:4]=[C:5]([C@:11]([CH:19]([CH3:21])[CH3:20])([CH2:14][CH2:15][CH2:16][NH:17][CH3:18])[C:12]#[N:13])[CH:6]=[CH:7][C:8]=1[O:9][CH3:10].[ClH:22].O1CCOCC1. (2) Given the product [ClH:27].[CH3:6][NH:7][C@@H:8]([CH3:9])[C:10]([NH:11][C:12]1[CH:13]=[CH:14][C:15]2[NH:20][C:19](=[O:21])[C@H:18]([CH3:22])[NH:17][C:16]=2[N:23]=1)=[O:24], predict the reactants needed to synthesize it. The reactants are: C(O[C:6](=O)[N:7](C)[C@H:8]([C:10](=[O:24])[NH:11][C:12]1[CH:13]=[CH:14][C:15]2[NH:20][C:19](=[O:21])[C@H:18]([CH3:22])[NH:17][C:16]=2[N:23]=1)[CH3:9])(C)(C)C.[ClH:27]. (3) Given the product [CH:1]([C:4]1[C:12]([C:13](=[O:15])[CH3:14])=[C:7]2[CH:8]=[CH:9][CH:10]=[CH:11][N:6]2[N:5]=1)([CH3:3])[CH3:2], predict the reactants needed to synthesize it. The reactants are: [CH:1]([C:4]1[CH:12]=[C:7]2[CH:8]=[CH:9][CH:10]=[CH:11][N:6]2[N:5]=1)([CH3:3])[CH3:2].[C:13](OC(=O)C)(=[O:15])[CH3:14]. (4) Given the product [O:20]=[C:19]1[C:2]2[C:3](=[CH:4][C:5]([C:6]([OH:8])=[O:7])=[CH:10][CH:11]=2)[CH2:16][NH:17]1, predict the reactants needed to synthesize it. The reactants are: Br[C:2]1[CH:11]=[CH:10][C:5]([C:6]([O:8]C)=[O:7])=[C:4](C)[CH:3]=1.C([Cu])#N.[CH3:16][N:17]([CH:19]=[O:20])C. (5) The reactants are: [C:1]([O:9][C@@H:10]1[C@H:14]([F:15])[C@@H:13]([CH2:16][OH:17])[O:12][C@@H:11]1[O:18][CH3:19])(=[O:8])[C:2]1[CH:7]=[CH:6][CH:5]=[CH:4][CH:3]=1.[S:20](O[S:20]([C:23]([F:26])([F:25])[F:24])(=[O:22])=[O:21])([C:23]([F:26])([F:25])[F:24])(=[O:22])=[O:21].Cl. Given the product [C:1]([O:9][C@@H:10]1[C@H:14]([F:15])[C@@H:13]([CH2:16][O:17][S:20]([C:23]([F:26])([F:25])[F:24])(=[O:22])=[O:21])[O:12][C@@H:11]1[O:18][CH3:19])(=[O:8])[C:2]1[CH:3]=[CH:4][CH:5]=[CH:6][CH:7]=1, predict the reactants needed to synthesize it. (6) Given the product [Br:24][C:25]1[CH:38]=[CH:37][C:36]2[C:27](=[C:28]([C:16]3[CH:18]=[CH:46][C:42]4[C:19](=[CH:20][CH:21]=[CH:22][CH:43]=4)[CH:15]=3)[C:29]3[C:34]([C:35]=2[C:2]2[CH:11]=[CH:10][C:9]4[C:4](=[CH:5][CH:6]=[CH:7][CH:8]=4)[CH:3]=2)=[CH:33][CH:32]=[CH:31][CH:30]=3)[CH:26]=1, predict the reactants needed to synthesize it. The reactants are: Br[C:2]1[CH:11]=[CH:10][C:9]2[C:4](=[CH:5][CH:6]=[CH:7][CH:8]=2)[CH:3]=1.C(=O)=O.[CH3:15][C:16]([CH3:18])=O.[CH2:19]([Li])[CH2:20][CH2:21][CH3:22].[Br:24][C:25]1[CH:38]=[CH:37][C:36]2[C:35](=O)[C:34]3[C:29](=[CH:30][CH:31]=[CH:32][CH:33]=3)[C:28](=O)[C:27]=2[CH:26]=1.Cl.[CH2:42]1[CH2:46]OC[CH2:43]1.